This data is from Catalyst prediction with 721,799 reactions and 888 catalyst types from USPTO. The task is: Predict which catalyst facilitates the given reaction. (1) Reactant: [F:1][C:2]1([F:35])[O:6][C:5]2[CH:7]=[CH:8][C:9]([C:11]3([C:14]([NH:16][C:17]4[N:22]=[C:21]([C:23]5[CH:24]=[CH:25][C:26](=[O:33])[N:27]([CH2:29][C:30]([OH:32])=O)[CH:28]=5)[C:20]([CH3:34])=[CH:19][CH:18]=4)=[O:15])[CH2:13][CH2:12]3)=[CH:10][C:4]=2[O:3]1.[N:36]#[C:37][NH2:38].C(N(CC)CC)C.CN(C(ON1N=NC2C=CC=NC1=2)=[N+](C)C)C.F[P-](F)(F)(F)(F)F. Product: [NH:38]([C:30](=[O:32])[CH2:29][N:27]1[C:26](=[O:33])[CH:25]=[CH:24][C:23]([C:21]2[N:22]=[C:17]([NH:16][C:14]([C:11]3([C:9]4[CH:8]=[CH:7][C:5]5[O:6][C:2]([F:35])([F:1])[O:3][C:4]=5[CH:10]=4)[CH2:13][CH2:12]3)=[O:15])[CH:18]=[CH:19][C:20]=2[CH3:34])=[CH:28]1)[C:37]#[N:36]. The catalyst class is: 9. (2) Reactant: Br[N:2]1C(=O)CC[C:3]1=O.[Cl:9][C:10]1[CH:11]=[C:12]2[C:16](=[CH:17][CH:18]=1)[N:15]([CH2:19][C:20]([OH:22])=[O:21])[C:14]([CH3:23])=[C:13]2[C:24]1[C:33]2[C:28](=[CH:29][C:30]([Cl:34])=[CH:31][CH:32]=2)[N:27]=[CH:26][CH:25]=1.CN.C1COCC1. Product: [Cl:9][C:10]1[CH:11]=[C:12]2[C:16](=[CH:17][CH:18]=1)[N:15]([CH2:19][C:20]([OH:22])=[O:21])[C:14]([CH2:23][NH:2][CH3:3])=[C:13]2[C:24]1[C:33]2[C:28](=[CH:29][C:30]([Cl:34])=[CH:31][CH:32]=2)[N:27]=[CH:26][CH:25]=1. The catalyst class is: 4. (3) The catalyst class is: 5. Reactant: N.[F:2][C:3]1[CH:4]=[C:5]([CH:31]=[C:32]([CH2:34][CH2:35][OH:36])[CH:33]=1)[CH2:6][N:7]1[CH2:30][CH2:29][C:10]2([O:15][CH2:14][CH2:13][N:12](C(C3N=C(C4C=CC=CC=4)SC=3)=O)[CH2:11]2)[CH2:9][CH2:8]1. Product: [O:15]1[C:10]2([CH2:29][CH2:30][N:7]([CH2:6][C:5]3[CH:31]=[C:32]([CH2:34][CH2:35][OH:36])[CH:33]=[C:3]([F:2])[CH:4]=3)[CH2:8][CH2:9]2)[CH2:11][NH:12][CH2:13][CH2:14]1. (4) Reactant: [N:1]1([C:7]2[C:12]([C:13]([O:15][CH:16]([CH3:18])[CH3:17])=[O:14])=[CH:11][CH:10]=[CH:9][N:8]=2)[CH2:6][CH2:5][NH:4][CH2:3][CH2:2]1.C(O)(=O)C.[Br:23][C:24]1[CH:31]=[CH:30][CH:29]=[CH:28][C:25]=1[CH:26]=O.C([BH3-])#N. Product: [Br:23][C:24]1[CH:31]=[CH:30][CH:29]=[CH:28][C:25]=1[CH2:26][N:4]1[CH2:3][CH2:2][N:1]([C:7]2[C:12]([C:13]([O:15][CH:16]([CH3:18])[CH3:17])=[O:14])=[CH:11][CH:10]=[CH:9][N:8]=2)[CH2:6][CH2:5]1. The catalyst class is: 5.